Dataset: Forward reaction prediction with 1.9M reactions from USPTO patents (1976-2016). Task: Predict the product of the given reaction. (1) Given the reactants [C:1]1([S:7]([C:9]2[CH:14]=[CH:13][CH:12]=[CH:11][CH:10]=2)=O)[CH:6]=[CH:5][CH:4]=[CH:3][CH:2]=1.Cl[Si](C)(C)C.[Br:20][C:21]1[CH:26]=[CH:25][CH:24]=[CH:23][CH:22]=1.[Mg].Br, predict the reaction product. The product is: [Br-:20].[C:1]1([S+:7]([C:21]2[CH:26]=[CH:25][CH:24]=[CH:23][CH:22]=2)[C:9]2[CH:14]=[CH:13][CH:12]=[CH:11][CH:10]=2)[CH:6]=[CH:5][CH:4]=[CH:3][CH:2]=1. (2) The product is: [F:1][C:2]1[CH:28]=[C:27]([F:29])[CH:26]=[CH:25][C:3]=1[C:4]([NH:6][C:7]1[CH:12]=[C:11]([O:13][CH2:14][CH2:15][O:16][CH3:17])[CH:10]=[CH:9][C:8]=1/[CH:18]=[CH:19]/[C:20]([OH:22])=[O:21])=[O:5]. Given the reactants [F:1][C:2]1[CH:28]=[C:27]([F:29])[CH:26]=[CH:25][C:3]=1[C:4]([NH:6][C:7]1[CH:12]=[C:11]([O:13][CH2:14][CH2:15][O:16][CH3:17])[CH:10]=[CH:9][C:8]=1/[CH:18]=[CH:19]/[C:20]([O:22]CC)=[O:21])=[O:5].[OH-].[Na+], predict the reaction product. (3) Given the reactants [CH3:1][C:2]1[CH:7]=[C:6]([B:8]2[O:12][C:11]([CH3:14])([CH3:13])[C:10]([CH3:16])([CH3:15])[O:9]2)[CH:5]=[C:4]([CH3:17])[C:3]=1[C:18]1[C:19](=[O:25])[CH2:20][CH2:21][C:22]=1[O:23][CH3:24].[CH:26]([N-]C(C)C)([CH3:28])[CH3:27].[Li+].C(C1C=CC=CC=1)C.BrCC#C, predict the reaction product. The product is: [CH3:1][C:2]1[CH:7]=[C:6]([B:8]2[O:9][C:10]([CH3:16])([CH3:15])[C:11]([CH3:13])([CH3:14])[O:12]2)[CH:5]=[C:4]([CH3:17])[C:3]=1[C:18]1[C:19](=[O:25])[CH:20]([CH2:28][C:26]#[CH:27])[CH2:21][C:22]=1[O:23][CH3:24]. (4) Given the reactants [Br:1][C:2]1[CH:3]=[C:4]2[C:9](=[CH:10][CH:11]=1)[O:8][C:7]([NH:12][C:13]1[CH:18]=[CH:17][CH:16]=[CH:15][CH:14]=1)=[C:6]([CH:19]=O)[C:5]2=[O:21].OS(O)(=O)=O, predict the reaction product. The product is: [Br:1][C:2]1[CH:3]=[C:4]2[C:9](=[CH:10][CH:11]=1)[O:8][C:7]1=[N:12][C:13]3[CH:18]=[CH:17][CH:16]=[CH:15][C:14]=3[CH:19]=[C:6]1[C:5]2=[O:21]. (5) Given the reactants [O:1]=[CH:2][C@@H:3]([C@@H:5]([C@H:7]([C@H:9]([CH3:11])[OH:10])[OH:8])[OH:6])[OH:4].[CH2:12]([OH:22])[C@@H:13]([C@@H:15]([C@H:17]([C@H:19]([CH3:21])[OH:20])[OH:18])[OH:16])[OH:14], predict the reaction product. The product is: [CH2:2]([OH:1])[C@@H:3]([C@@H:5]([C@H:7]([C@H:9]([CH3:11])[OH:10])[OH:8])[OH:6])[OH:4].[OH:22][CH2:12][C:13]([C@@H:15]([C@H:17]([C@H:19]([CH3:21])[OH:20])[OH:18])[OH:16])=[O:14].[CH3:11][C:9]([C@@H:7]([C@H:5]([C@H:3]([CH2:2][OH:1])[OH:4])[OH:6])[OH:8])=[O:10]. (6) The product is: [CH2:15]([O:22][C:23]1[CH:28]=[CH:27][C:26]([N:11]2[CH:10]=[C:9]3[C:13]([CH:14]=[C:6]([O:5][CH2:4][CH:1]4[CH2:2][CH2:3]4)[CH:7]=[CH:8]3)=[N:12]2)=[CH:25][CH:24]=1)[C:16]1[CH:21]=[CH:20][CH:19]=[CH:18][CH:17]=1. Given the reactants [CH:1]1([CH2:4][O:5][C:6]2[CH:14]=[C:13]3[C:9]([CH:10]=[N:11][NH:12]3)=[CH:8][CH:7]=2)[CH2:3][CH2:2]1.[CH2:15]([O:22][C:23]1[CH:28]=[CH:27][C:26](Br)=[CH:25][CH:24]=1)[C:16]1[CH:21]=[CH:20][CH:19]=[CH:18][CH:17]=1.CNC1CCCCC1NC.P([O-])([O-])([O-])=O.[K+].[K+].[K+], predict the reaction product. (7) Given the reactants [O:1]1[C:5]2[CH:6]=[CH:7][C:8]([C:10]3[O:14][C:13]([SH:15])=[N:12][N:11]=3)=[CH:9][C:4]=2[CH2:3][CH2:2]1.Cl[CH2:17][C:18]1[CH:26]=[CH:25][C:21]([C:22]([OH:24])=[O:23])=[CH:20][CH:19]=1, predict the reaction product. The product is: [O:1]1[C:5]2[CH:6]=[CH:7][C:8]([C:10]3[O:14][C:13]([S:15][CH2:17][C:18]4[CH:26]=[CH:25][C:21]([C:22]([OH:24])=[O:23])=[CH:20][CH:19]=4)=[N:12][N:11]=3)=[CH:9][C:4]=2[CH2:3][CH2:2]1.